This data is from TCR-epitope binding with 47,182 pairs between 192 epitopes and 23,139 TCRs. The task is: Binary Classification. Given a T-cell receptor sequence (or CDR3 region) and an epitope sequence, predict whether binding occurs between them. The epitope is IPRRNVATL. The TCR CDR3 sequence is CASSQNQGNQPQHF. Result: 0 (the TCR does not bind to the epitope).